Dataset: Full USPTO retrosynthesis dataset with 1.9M reactions from patents (1976-2016). Task: Predict the reactants needed to synthesize the given product. (1) Given the product [CH3:2][O:3][C:4](=[O:26])[C@H:5]([CH2:22][CH2:23][S:24][CH3:25])[NH:6][C:7](=[O:21])[C:8]1[CH:13]=[CH:12][C:11]([O:34][CH2:33][C:29]2[CH:28]=[N:27][CH:32]=[CH:31][CH:30]=2)=[CH:10][C:9]=1[C:15]1[CH:20]=[CH:19][CH:18]=[CH:17][CH:16]=1, predict the reactants needed to synthesize it. The reactants are: Cl.[CH3:2][O:3][C:4](=[O:26])[C@H:5]([CH2:22][CH2:23][S:24][CH3:25])[NH:6][C:7](=[O:21])[C:8]1[CH:13]=[CH:12][C:11](N)=[CH:10][C:9]=1[C:15]1[CH:20]=[CH:19][CH:18]=[CH:17][CH:16]=1.[N:27]1[CH:32]=[CH:31][CH:30]=[C:29]([CH2:33][O:34]C2C=CC(C(O)=O)=C(C3C=CC=CC=3)C=2)[CH:28]=1.[N+](C1C=CC(C(O)=O)=C(C2C=CC=CC=2)C=1)([O-])=O. (2) Given the product [NH2:13][CH2:12][C@@H:11]([NH:16][C:17]([O:19][C:20]([CH3:23])([CH3:22])[CH3:21])=[O:18])[CH2:10][CH2:9][CH2:8][NH:7][C:6](=[O:24])[O:5][C:1]([CH3:4])([CH3:3])[CH3:2], predict the reactants needed to synthesize it. The reactants are: [C:1]([O:5][C:6](=[O:24])[NH:7][CH2:8][CH2:9][CH2:10][C@H:11]([NH:16][C:17]([O:19][C:20]([CH3:23])([CH3:22])[CH3:21])=[O:18])[CH2:12][N:13]=[N+]=[N-])([CH3:4])([CH3:3])[CH3:2].